From a dataset of Forward reaction prediction with 1.9M reactions from USPTO patents (1976-2016). Predict the product of the given reaction. (1) Given the reactants [OH:1][C:2]1[CH:3]=[C:4]([C:15]([O:17][CH3:18])=[O:16])[CH:5]=[C:6]([C:8]2[CH:13]=[CH:12][C:11]([CH3:14])=[CH:10][CH:9]=2)[CH:7]=1.C1(P(C2C=CC=CC=2)C2C=CC=CC=2)C=CC=CC=1.O[CH:39]1[CH2:43][CH2:42][O:41][CH2:40]1.N(C(OC(C)C)=O)=NC(OC(C)C)=O, predict the reaction product. The product is: [CH3:14][C:11]1[CH:10]=[CH:9][C:8]([C:6]2[CH:7]=[C:2]([O:1][CH:39]3[CH2:43][CH2:42][O:41][CH2:40]3)[CH:3]=[C:4]([C:15]([O:17][CH3:18])=[O:16])[CH:5]=2)=[CH:13][CH:12]=1. (2) Given the reactants C1(P(C2CCCCC2)C2C=CC=CC=2C2C(C(C)C)=CC(C(C)C)=CC=2C(C)C)CCCCC1.[CH2:35]([O:42][C:43]1[CH:48]=[CH:47][C:46](Br)=[CH:45][CH:44]=1)[C:36]1[CH:41]=[CH:40][CH:39]=[CH:38][CH:37]=1.[Si:50]([O:57][C@H:58]([CH3:61])[CH2:59][NH2:60])([C:53]([CH3:56])([CH3:55])[CH3:54])([CH3:52])[CH3:51].C(=O)([O-])[O-].[Cs+].[Cs+], predict the reaction product. The product is: [CH2:35]([O:42][C:43]1[CH:48]=[CH:47][C:46]([NH:60][CH2:59][C@H:58]([O:57][Si:50]([C:53]([CH3:54])([CH3:56])[CH3:55])([CH3:52])[CH3:51])[CH3:61])=[CH:45][CH:44]=1)[C:36]1[CH:41]=[CH:40][CH:39]=[CH:38][CH:37]=1.